Dataset: Catalyst prediction with 721,799 reactions and 888 catalyst types from USPTO. Task: Predict which catalyst facilitates the given reaction. (1) Product: [CH2:1]([O:3][C:4](=[O:15])/[CH:5]=[CH:6]/[C:7]1[C:12]([NH2:13])=[CH:11][CH:10]=[C:9]([C:21]2[CH:22]=[CH:23][C:18]([C:17]([F:28])([F:27])[F:16])=[CH:19][CH:20]=2)[N:8]=1)[CH3:2]. Reactant: [CH2:1]([O:3][C:4](=[O:15])/[CH:5]=[CH:6]/[C:7]1[C:12]([NH2:13])=[CH:11][CH:10]=[C:9](Br)[N:8]=1)[CH3:2].[F:16][C:17]([F:28])([F:27])[C:18]1[CH:23]=[CH:22][C:21](B(O)O)=[CH:20][CH:19]=1.C(=O)([O-])[O-].[Cs+].[Cs+]. The catalyst class is: 35. (2) Reactant: C([SiH](CC)CC)C.[N+:8]([C:11]1[CH:19]=[CH:18][CH:17]=[C:16]2[C:12]=1[C:13]([C:20](=O)[C:21]([O:23][CH3:24])=[O:22])=[CH:14][NH:15]2)([O-:10])=[O:9]. Product: [N+:8]([C:11]1[CH:19]=[CH:18][CH:17]=[C:16]2[C:12]=1[CH:13]([CH2:20][C:21]([O:23][CH3:24])=[O:22])[CH2:14][NH:15]2)([O-:10])=[O:9]. The catalyst class is: 55. (3) Reactant: [CH2:1]([C:5]1[N:6]=[C:7]([CH3:27])[NH:8][C:9](=[O:26])[C:10]=1[CH2:11][C:12]1[CH:17]=[CH:16][C:15]([C:18]2[C:19]([C:24]#[N:25])=[CH:20][CH:21]=[CH:22][CH:23]=2)=[CH:14][CH:13]=1)[CH2:2][CH2:3][CH3:4].C(=O)([O-])[O-].[K+].[K+].Cl[CH2:35][C:36]1[N:37]=[C:38]([C:41]2[CH:46]=[CH:45][CH:44]=[CH:43][CH:42]=2)[S:39][CH:40]=1.CN(C)C=O. Product: [CH2:1]([C:5]1[N:6]=[C:7]([CH3:27])[N:8]([CH2:35][C:36]2[N:37]=[C:38]([C:41]3[CH:42]=[CH:43][CH:44]=[CH:45][CH:46]=3)[S:39][CH:40]=2)[C:9](=[O:26])[C:10]=1[CH2:11][C:12]1[CH:17]=[CH:16][C:15]([C:18]2[C:19]([C:24]#[N:25])=[CH:20][CH:21]=[CH:22][CH:23]=2)=[CH:14][CH:13]=1)[CH2:2][CH2:3][CH3:4]. The catalyst class is: 13. (4) Reactant: [NH:1]1[CH2:6][CH2:5][O:4][CH2:3][CH2:2]1.C(N(CC)CC)C.[Cl:14][C:15]1[N:19]2[N:20]=[C:21](Cl)[CH:22]=[CH:23][C:18]2=[N:17][N:16]=1.O. Product: [Cl:14][C:15]1[N:19]2[N:20]=[C:21]([N:1]3[CH2:6][CH2:5][O:4][CH2:3][CH2:2]3)[CH:22]=[CH:23][C:18]2=[N:17][N:16]=1. The catalyst class is: 9. (5) Reactant: [CH3:1][NH:2][C:3]([C:5]1[C:9]2[CH:10]=[C:11]([O:15][CH:16]([CH3:18])[CH3:17])[C:12]([NH2:14])=[CH:13][C:8]=2[O:7][C:6]=1[C:19]1[CH:24]=[CH:23][C:22]([F:25])=[CH:21][CH:20]=1)=[O:4].[CH2:26](N(CC)CC)C.COS(OC)(=O)=O.O. Product: [CH3:1][NH:2][C:3]([C:5]1[C:9]2[CH:10]=[C:11]([O:15][CH:16]([CH3:18])[CH3:17])[C:12]([NH:14][CH3:26])=[CH:13][C:8]=2[O:7][C:6]=1[C:19]1[CH:20]=[CH:21][C:22]([F:25])=[CH:23][CH:24]=1)=[O:4]. The catalyst class is: 27. (6) Reactant: C(N[S:9]([C:12]1[CH:13]=[CH:14][C:15]([O:20][C:21]2[CH:26]=[CH:25][CH:24]=[CH:23][C:22]=2[C:27]2[CH:32]=[CH:31][CH:30]=[CH:29][CH:28]=2)=[C:16]([CH:19]=1)[C:17]#[N:18])(=[O:11])=[O:10])C1C=CC=CC=1.[ClH:33].Cl[O-].[Na+]. Product: [C:22]1([C:27]2[CH:32]=[CH:31][CH:30]=[CH:29][CH:28]=2)[CH:23]=[CH:24][CH:25]=[CH:26][C:21]=1[O:20][C:15]1[CH:14]=[CH:13][C:12]([S:9]([Cl:33])(=[O:11])=[O:10])=[CH:19][C:16]=1[C:17]#[N:18]. The catalyst class is: 4. (7) Reactant: CN(C)/[CH:3]=[C:4](\[N+:10]#[C-:11])/[C:5]([O:7][CH2:8][CH3:9])=[O:6].[CH:13]([NH2:16])([CH3:15])[CH3:14]. Product: [CH:13]([N:16]1[CH:3]=[C:4]([C:5]([O:7][CH2:8][CH3:9])=[O:6])[N:10]=[CH:11]1)([CH3:15])[CH3:14]. The catalyst class is: 114.